From a dataset of Forward reaction prediction with 1.9M reactions from USPTO patents (1976-2016). Predict the product of the given reaction. Given the reactants [C:1](Cl)(=O)C.N([C:14]([O:16][C:17]([CH3:20])(C)C)=[O:15])[C@H:6]([C:11](O)=O)[CH2:7][CH:8]([CH3:10])[CH3:9].O.CCN(C(C)C)C(C)C.CN(C(ON1N=NC2C=CC=NC1=2)=[N+](C)C)C.F[P-](F)(F)(F)(F)F, predict the reaction product. The product is: [CH3:11][CH2:6][CH2:7][CH:8]([CH3:10])[CH3:9].[CH3:20][CH2:17][O:16][C:14]([CH3:1])=[O:15].